Regression. Given a peptide amino acid sequence and an MHC pseudo amino acid sequence, predict their binding affinity value. This is MHC class I binding data. From a dataset of Peptide-MHC class I binding affinity with 185,985 pairs from IEDB/IMGT. (1) The peptide sequence is QGWKGSPAI. The MHC is HLA-A03:01 with pseudo-sequence HLA-A03:01. The binding affinity (normalized) is 0. (2) The peptide sequence is FPRYPLNVL. The binding affinity (normalized) is 0.0847. The MHC is HLA-B15:01 with pseudo-sequence HLA-B15:01. (3) The peptide sequence is EQITFMQAL. The MHC is HLA-B40:01 with pseudo-sequence HLA-B40:01. The binding affinity (normalized) is 0.496. (4) The peptide sequence is AEFKYIAAV. The MHC is Patr-A0301 with pseudo-sequence Patr-A0301. The binding affinity (normalized) is 0.